From a dataset of Forward reaction prediction with 1.9M reactions from USPTO patents (1976-2016). Predict the product of the given reaction. (1) Given the reactants C([Si](C)(C)[O:6][CH2:7][CH2:8][CH2:9][CH:10]1[O:15][CH2:14][CH:13]([CH:16]2[CH2:21][CH2:20][CH2:19][CH2:18][CH2:17]2)[N:12](CC2C=CC(OC)=CC=2)[C:11]1=[O:31])(C)(C)C.O=[N+]([O-])[O-].[O-][N+](=O)[O-].[O-][N+](=O)[O-].[O-][N+](=O)[O-].[O-][N+](=O)[O-].[O-][N+](=O)[O-].[Ce+4].[NH4+].[NH4+], predict the reaction product. The product is: [CH:16]1([CH:13]2[NH:12][C:11](=[O:31])[CH:10]([CH2:9][CH2:8][CH2:7][OH:6])[O:15][CH2:14]2)[CH2:17][CH2:18][CH2:19][CH2:20][CH2:21]1. (2) Given the reactants [S:1]1[C:5]([CH2:6][O:7][C:8]([NH:10][C@H:11]([CH2:33][C:34]2[CH:39]=[CH:38][CH:37]=[CH:36][CH:35]=2)[CH2:12][NH:13][CH2:14][C@@H:15]([NH:23][C:24]([O:26][CH2:27][C:28]2[S:32][CH:31]=[N:30][CH:29]=2)=[O:25])[CH2:16][C:17]2[CH:22]=[CH:21][CH:20]=[CH:19][CH:18]=2)=[O:9])=[CH:4][N:3]=[CH:2]1.[CH:40](=O)[C:41]1[CH:46]=[CH:45][CH:44]=[CH:43][CH:42]=1.C(O)(=O)C.C(O[BH-](OC(=O)C)OC(=O)C)(=O)C.[Na+], predict the reaction product. The product is: [CH2:40]([N:13]([CH2:14][C@H:15]([NH:23][C:24]([O:26][CH2:27][C:28]1[S:32][CH:31]=[N:30][CH:29]=1)=[O:25])[CH2:16][C:17]1[CH:18]=[CH:19][CH:20]=[CH:21][CH:22]=1)[CH2:12][C@@H:11]([NH:10][C:8]([O:7][CH2:6][C:5]1[S:1][CH:2]=[N:3][CH:4]=1)=[O:9])[CH2:33][C:34]1[CH:39]=[CH:38][CH:37]=[CH:36][CH:35]=1)[C:41]1[CH:46]=[CH:45][CH:44]=[CH:43][CH:42]=1.